This data is from Forward reaction prediction with 1.9M reactions from USPTO patents (1976-2016). The task is: Predict the product of the given reaction. (1) Given the reactants C1(P(C2C=CC=CC=2)C2C=CC=CC=2)C=CC=CC=1.C(Cl)Cl.Br[C:24]1[CH:25]=[N:26][C:27]([C:30]2[CH:35]=[CH:34][CH:33]=[CH:32][CH:31]=2)=[N:28][CH:29]=1.[C:36]1([C:42]2[O:43][CH:44]=[CH:45][N:46]=2)[CH:41]=[CH:40][CH:39]=[CH:38][CH:37]=1, predict the reaction product. The product is: [C:36]1([C:42]2[O:43][C:44]([C:24]3[CH:25]=[N:26][C:27]([C:30]4[CH:35]=[CH:34][CH:33]=[CH:32][CH:31]=4)=[N:28][CH:29]=3)=[CH:45][N:46]=2)[CH:37]=[CH:38][CH:39]=[CH:40][CH:41]=1. (2) Given the reactants [NH2:1][CH2:2][CH2:3][CH2:4][CH2:5][N:6]1[C:18]2[C:17]3[CH:16]=[CH:15][CH:14]=[CH:13][C:12]=3[N:11]=[C:10]([NH2:19])[C:9]=2[N:8]=[C:7]1[CH3:20].[C:21]1([N:27]=[C:28]=[O:29])[CH:26]=[CH:25][CH:24]=[CH:23][CH:22]=1, predict the reaction product. The product is: [NH2:19][C:10]1[C:9]2[N:8]=[C:7]([CH3:20])[N:6]([CH2:5][CH2:4][CH2:3][CH2:2][NH:1][C:28]([NH:27][C:21]3[CH:26]=[CH:25][CH:24]=[CH:23][CH:22]=3)=[O:29])[C:18]=2[C:17]2[CH:16]=[CH:15][CH:14]=[CH:13][C:12]=2[N:11]=1. (3) Given the reactants [CH2:1]([NH:3][C:4](=[O:43])[NH:5][C:6]1[N:11]=[CH:10][C:9]([C:12]2[CH:13]=[C:14]3[C:19](=[N:20][CH:21]=2)[N:18]([C@@H:22]2[CH2:27][CH2:26][CH2:25][NH:24][CH2:23]2)[CH:17]=[C:16]([C:28]([O:30][CH2:31][CH3:32])=[O:29])[C:15]3=[O:33])=[C:8]([C:34]2[S:35][CH:36]=[C:37]([C:39]([F:42])([F:41])[F:40])[N:38]=2)[CH:7]=1)[CH3:2].FC(F)(F)C(O)=O.[O:51]1[CH2:56][CH2:55][N:54]([CH2:57][CH:58]=O)[CH2:53][CH2:52]1.CCN(C(C)C)C(C)C.C(O[BH-](OC(=O)C)OC(=O)C)(=O)C.[Na+], predict the reaction product. The product is: [CH2:1]([NH:3][C:4](=[O:43])[NH:5][C:6]1[N:11]=[CH:10][C:9]([C:12]2[CH:13]=[C:14]3[C:19](=[N:20][CH:21]=2)[N:18]([C@@H:22]2[CH2:27][CH2:26][CH2:25][N:24]([CH2:58][CH2:57][N:54]4[CH2:55][CH2:56][O:51][CH2:52][CH2:53]4)[CH2:23]2)[CH:17]=[C:16]([C:28]([O:30][CH2:31][CH3:32])=[O:29])[C:15]3=[O:33])=[C:8]([C:34]2[S:35][CH:36]=[C:37]([C:39]([F:40])([F:42])[F:41])[N:38]=2)[CH:7]=1)[CH3:2]. (4) The product is: [CH3:28][C:4]1[N:3]=[C:2]([N:33]2[CH2:34][CH2:35][CH:30]([CH3:29])[CH2:31][CH2:32]2)[C:7]([C:8]([NH:10][C:11]2[CH:12]=[C:13]3[C:18](=[CH:19][CH:20]=2)[CH2:17][N:16]([C:21]([O:23][C:24]([CH3:27])([CH3:26])[CH3:25])=[O:22])[CH2:15][CH2:14]3)=[O:9])=[CH:6][CH:5]=1. Given the reactants Cl[C:2]1[C:7]([C:8]([NH:10][C:11]2[CH:12]=[C:13]3[C:18](=[CH:19][CH:20]=2)[CH2:17][N:16]([C:21]([O:23][C:24]([CH3:27])([CH3:26])[CH3:25])=[O:22])[CH2:15][CH2:14]3)=[O:9])=[CH:6][CH:5]=[C:4]([CH3:28])[N:3]=1.[CH3:29][CH:30]1[CH2:35][CH2:34][NH:33][CH2:32][CH2:31]1.O, predict the reaction product. (5) Given the reactants C([O:3][C:4]([C:6]1[N:7]=[C:8]([CH3:15])[N:9]([CH:12]2[CH2:14][CH2:13]2)[C:10]=1[CH3:11])=O)C.[H-].[Al+3].[Li+].[H-].[H-].[H-], predict the reaction product. The product is: [CH:12]1([N:9]2[C:10]([CH3:11])=[C:6]([CH2:4][OH:3])[N:7]=[C:8]2[CH3:15])[CH2:14][CH2:13]1.